This data is from Forward reaction prediction with 1.9M reactions from USPTO patents (1976-2016). The task is: Predict the product of the given reaction. (1) Given the reactants Cl.Cl.[NH:3]1[C:7]2[CH:8]=[CH:9][CH:10]=[CH:11][C:6]=2[N:5]=[C:4]1[CH:12]([NH2:14])[CH3:13].CCN(C(C)C)C(C)C.C([N:32]=[C:33]=[S:34])(=O)C1C=CC=CC=1, predict the reaction product. The product is: [NH:3]1[C:7]2[CH:8]=[CH:9][CH:10]=[CH:11][C:6]=2[N:5]=[C:4]1[CH:12]([NH:14][C:33]([NH2:32])=[S:34])[CH3:13]. (2) Given the reactants I[C:2]1[CH:7]=[CH:6][C:5]([N:8]2[CH2:13][CH2:12][N:11]([CH3:14])[CH2:10][CH2:9]2)=[C:4]([CH3:15])[CH:3]=1.CC([O-])=O.[K+].[B:21]1([B:21]2[O:25][C:24]([CH3:27])([CH3:26])[C:23]([CH3:29])([CH3:28])[O:22]2)[O:25][C:24]([CH3:27])([CH3:26])[C:23]([CH3:29])([CH3:28])[O:22]1.N#N, predict the reaction product. The product is: [CH3:14][N:11]1[CH2:12][CH2:13][N:8]([C:5]2[CH:6]=[CH:7][C:2]([B:21]3[O:25][C:24]([CH3:27])([CH3:26])[C:23]([CH3:29])([CH3:28])[O:22]3)=[CH:3][C:4]=2[CH3:15])[CH2:9][CH2:10]1. (3) Given the reactants [N+:1]([C:4]1[C:5]([C:10]2[CH:15]=[CH:14][C:13]([Cl:16])=[CH:12][CH:11]=2)=[N:6][CH:7]=[CH:8][CH:9]=1)([O-])=O.[C:17]([Mg]Br)([CH3:19])=[CH2:18], predict the reaction product. The product is: [Cl:16][C:13]1[CH:14]=[CH:15][C:10]([C:5]2[N:6]=[CH:7][CH:8]=[C:9]3[CH:18]=[C:17]([CH3:19])[NH:1][C:4]=23)=[CH:11][CH:12]=1. (4) Given the reactants [Cl-].[CH2:2]([O:9][C:10]([C@@H:12]([NH:14][C:15]([C@@H:17]1[CH2:22][CH2:21][CH2:20][CH2:19][NH2+:18]1)=[O:16])[CH3:13])=[O:11])[C:3]1[CH:8]=[CH:7][CH:6]=[CH:5][CH:4]=1.[C:23]([N:30]1[CH2:37][CH2:36][CH2:35][C@H:31]1[C:32](O)=[O:33])([O:25][C:26]([CH3:29])([CH3:28])[CH3:27])=[O:24].CN(C(ON1N=NC2C=CC=NC1=2)=[N+](C)C)C.F[P-](F)(F)(F)(F)F.C(N(C(C)C)C(C)C)C, predict the reaction product. The product is: [CH2:2]([O:9][C:10]([C@@H:12]([NH:14][C:15]([C@@H:17]1[CH2:22][CH2:21][CH2:20][CH2:19][N:18]1[C:32]([C@@H:31]1[CH2:35][CH2:36][CH2:37][N:30]1[C:23]([O:25][C:26]([CH3:29])([CH3:28])[CH3:27])=[O:24])=[O:33])=[O:16])[CH3:13])=[O:11])[C:3]1[CH:4]=[CH:5][CH:6]=[CH:7][CH:8]=1. (5) Given the reactants C(N1C=CN=C1)(N1C=CN=C1)=O.[F:13][C:14]([F:22])([F:21])[C:15]1([C:18](O)=[O:19])[CH2:17][CH2:16]1.[CH2:23]([O:25][C:26]([CH:28]1[CH2:33][CH2:32][NH:31][CH2:30][CH2:29]1)=[O:27])[CH3:24], predict the reaction product. The product is: [CH2:23]([O:25][C:26]([CH:28]1[CH2:33][CH2:32][N:31]([C:18]([C:15]2([C:14]([F:22])([F:21])[F:13])[CH2:17][CH2:16]2)=[O:19])[CH2:30][CH2:29]1)=[O:27])[CH3:24]. (6) Given the reactants C[O:2][C:3](=[O:42])[C:4]1[CH:9]=[CH:8][C:7]([CH2:10][CH:11]([C:24](=[O:41])[N:25]([C:32]2[O:40][C:36]3=[CH:37][CH:38]=[CH:39][C:35]3=[CH:34][CH:33]=2)[C:26]2[CH:31]=[CH:30][CH:29]=[CH:28][CH:27]=2)[C:12]2[CH:17]=[CH:16][C:15]([C:18]3[CH2:23][CH2:22][CH2:21][CH2:20][CH:19]=3)=[CH:14][CH:13]=2)=[CH:6][CH:5]=1.[OH-].[Na+], predict the reaction product. The product is: [O:40]1[C:36]2=[CH:37][CH:38]=[CH:39][C:35]2=[CH:34][CH:33]=[C:32]1[N:25]([C:26]1[CH:31]=[CH:30][CH:29]=[CH:28][CH:27]=1)[C:24]([CH:11]([C:12]1[CH:13]=[CH:14][C:15]([C:18]2[CH2:23][CH2:22][CH2:21][CH2:20][CH:19]=2)=[CH:16][CH:17]=1)[CH2:10][C:7]1[CH:8]=[CH:9][C:4]([C:3]([OH:42])=[O:2])=[CH:5][CH:6]=1)=[O:41]. (7) The product is: [F:10][C:9]1[C:2]([F:1])=[C:3]2[C:4]([CH:5]=[CH:23][CH:24]([CH2:25][CH2:26][CH3:27])[O:22]2)=[CH:7][C:8]=1[CH:11]1[CH2:12][CH2:13][CH:14]([CH2:17][CH2:18][CH2:19][CH2:20][CH3:21])[CH2:15][CH2:16]1. Given the reactants [F:1][C:2]1[C:3]([OH:22])=[C:4]([CH:7]=[C:8]([CH:11]2[CH2:16][CH2:15][CH:14]([CH2:17][CH2:18][CH2:19][CH2:20][CH3:21])[CH2:13][CH2:12]2)[C:9]=1[F:10])[CH:5]=O.[CH:23](/B(O)O)=[CH:24]\[CH2:25][CH2:26][CH3:27].C(NCC1C=CC=CC=1)C1C=CC=CC=1.O, predict the reaction product. (8) Given the reactants [C:1]([O:5][C:6]([NH:8][C:9]1[CH:17]=[CH:16][CH:15]=[C:14]2[C:10]=1[CH:11]=[N:12][N:13]2[C:18]([C:28]1[CH:33]=[CH:32][C:31]([Cl:34])=[CH:30][CH:29]=1)([CH2:23][C:24]([F:27])([F:26])[F:25])[C:19](OC)=[O:20])=[O:7])([CH3:4])([CH3:3])[CH3:2].[H-].[H-].[H-].[H-].[Li+].[Al+3], predict the reaction product. The product is: [Cl:34][C:31]1[CH:32]=[CH:33][C:28]([C:18]([N:13]2[C:14]3[C:10](=[C:9]([NH:8][C:6](=[O:7])[O:5][C:1]([CH3:3])([CH3:2])[CH3:4])[CH:17]=[CH:16][CH:15]=3)[CH:11]=[N:12]2)([CH2:23][C:24]([F:26])([F:27])[F:25])[CH2:19][OH:20])=[CH:29][CH:30]=1. (9) Given the reactants Br[CH2:2][C:3]1[CH2:7][O:6][CH2:5][C:4]=1[C:8]1[N:12]([CH:13]([CH3:15])[CH3:14])[N:11]=[CH:10][CH:9]=1.C([O-])([O-])=O.[K+].[K+].[OH:22][C:23]1[CH:30]=[CH:29][CH:28]=[C:27]([OH:31])[C:24]=1[CH:25]=[O:26], predict the reaction product. The product is: [OH:22][C:23]1[CH:30]=[CH:29][CH:28]=[C:27]([O:31][CH2:2][C:3]2[CH2:7][O:6][CH2:5][C:4]=2[C:8]2[N:12]([CH:13]([CH3:15])[CH3:14])[N:11]=[CH:10][CH:9]=2)[C:24]=1[CH:25]=[O:26].